Dataset: Catalyst prediction with 721,799 reactions and 888 catalyst types from USPTO. Task: Predict which catalyst facilitates the given reaction. (1) Reactant: [N:1]([CH2:4][C@@H:5]([OH:15])[CH2:6][O:7][C:8]1[CH:13]=[CH:12][C:11]([F:14])=[CH:10][CH:9]=1)=[N+]=[N-].Cl. Product: [NH2:1][CH2:4][C@@H:5]([OH:15])[CH2:6][O:7][C:8]1[CH:13]=[CH:12][C:11]([F:14])=[CH:10][CH:9]=1. The catalyst class is: 41. (2) Reactant: [F:1][C:2]1[CH:3]=[C:4]([CH:11]=[CH:12][CH:13]=1)[CH2:5][C@@H:6]([C:8]([OH:10])=[O:9])[NH2:7].C([O-])([O-])=O.[K+].[K+].[CH2:20](Br)[C:21]1[CH:26]=[CH:25][CH:24]=[CH:23][CH:22]=1. Product: [CH2:20]([N:7]([CH2:5][C:4]1[CH:11]=[CH:12][CH:13]=[CH:2][CH:3]=1)[C@@H:6]([CH2:5][C:4]1[CH:11]=[CH:12][CH:13]=[C:2]([F:1])[CH:3]=1)[C:8]([O:10][CH2:20][C:21]1[CH:26]=[CH:25][CH:24]=[CH:23][CH:22]=1)=[O:9])[C:21]1[CH:26]=[CH:25][CH:24]=[CH:23][CH:22]=1. The catalyst class is: 38. (3) The catalyst class is: 132. Product: [Br:4][C:5]1[CH:6]=[C:7]([CH:22]=[CH:23][C:24]=1[O:25][CH3:26])[CH2:8][C@@H:9]([C:18]([OH:20])=[O:19])[NH:10][C:11]([O:13][C:14]([CH3:17])([CH3:16])[CH3:15])=[O:12]. Reactant: O.[OH-].[Li+].[Br:4][C:5]1[CH:6]=[C:7]([CH:22]=[CH:23][C:24]=1[O:25][CH3:26])[CH2:8][C@@H:9]([C:18]([O:20]C)=[O:19])[NH:10][C:11]([O:13][C:14]([CH3:17])([CH3:16])[CH3:15])=[O:12].Cl.C(OCC)(=O)C. (4) Reactant: [Cl:1][C:2]1[CH:3]=[CH:4][C:5]([O:18][CH2:19][C:20]2[CH:25]=[CH:24][C:23]([O:26][CH3:27])=[CH:22][CH:21]=2)=[C:6]([CH:17]=1)[CH2:7][N:8]1[C:12]([CH3:13])=[CH:11][C:10]([C:14](F)=[O:15])=[N:9]1.C([O-])([O-])=O.[K+].[K+].[C:34]1([S:40]([NH2:43])(=[O:42])=[O:41])[CH:39]=[CH:38][CH:37]=[CH:36][CH:35]=1. Product: [Cl:1][C:2]1[CH:3]=[CH:4][C:5]([O:18][CH2:19][C:20]2[CH:25]=[CH:24][C:23]([O:26][CH3:27])=[CH:22][CH:21]=2)=[C:6]([CH:17]=1)[CH2:7][N:8]1[C:12]([CH3:13])=[CH:11][C:10]([C:14]([NH:43][S:40]([C:34]2[CH:39]=[CH:38][CH:37]=[CH:36][CH:35]=2)(=[O:42])=[O:41])=[O:15])=[N:9]1. The catalyst class is: 91.